This data is from Retrosynthesis with 50K atom-mapped reactions and 10 reaction types from USPTO. The task is: Predict the reactants needed to synthesize the given product. (1) Given the product CC(O)c1ccc(-c2cc(C(N)=O)c([N+](=O)[O-])s2)cc1, predict the reactants needed to synthesize it. The reactants are: CC(=O)c1ccc(-c2cc(C(N)=O)c([N+](=O)[O-])s2)cc1. (2) Given the product NC(=O)c1ccccc1NC(=S)NC(=O)c1ccc(Cl)cc1, predict the reactants needed to synthesize it. The reactants are: NC(=O)c1ccccc1N.O=C(N=C=S)c1ccc(Cl)cc1.